From a dataset of Reaction yield outcomes from USPTO patents with 853,638 reactions. Predict the reaction yield, written as a fraction of the theoretical maximum amount of product (1.0 means a 100% yield; for example, 0.34 means a 34% yield). The reactants are [CH3:1][S:2][C:3]1[NH:4][C:5]([CH2:10][N:11]2[CH2:16][CH2:15][O:14][CH2:13][CH2:12]2)=[CH:6][C:7](=O)[N:8]=1.P(Cl)(Cl)([Cl:19])=O. The catalyst is [OH-].[Na+]. The product is [Cl:19][C:7]1[N:8]=[C:3]([S:2][CH3:1])[N:4]=[C:5]([CH2:10][N:11]2[CH2:16][CH2:15][O:14][CH2:13][CH2:12]2)[CH:6]=1. The yield is 0.570.